From a dataset of Peptide-MHC class I binding affinity with 185,985 pairs from IEDB/IMGT. Regression. Given a peptide amino acid sequence and an MHC pseudo amino acid sequence, predict their binding affinity value. This is MHC class I binding data. (1) The peptide sequence is YAFFNMPYI. The MHC is H-2-Kb with pseudo-sequence H-2-Kb. The binding affinity (normalized) is 0.622. (2) The peptide sequence is PHPVVVRTL. The MHC is HLA-A26:03 with pseudo-sequence HLA-A26:03. The binding affinity (normalized) is 0.0847. (3) The peptide sequence is FHGIFYSIF. The MHC is HLA-A31:01 with pseudo-sequence HLA-A31:01. The binding affinity (normalized) is 0.0847. (4) The binding affinity (normalized) is 0. The peptide sequence is RPQKRPSCI. The MHC is HLA-A02:01 with pseudo-sequence HLA-A02:01. (5) The peptide sequence is YIVGYFALM. The MHC is HLA-A26:01 with pseudo-sequence HLA-A26:01. The binding affinity (normalized) is 0.631.